Dataset: Full USPTO retrosynthesis dataset with 1.9M reactions from patents (1976-2016). Task: Predict the reactants needed to synthesize the given product. (1) The reactants are: C(=O)([O-])[O-].[Cs+].[Cs+].[OH:7][C:8]1[CH:9]=[C:10]([CH:21]=[C:22]([O:24][C@H:25]2[CH2:29][CH2:28][O:27][CH2:26]2)[CH:23]=1)[C:11]([NH:13][C:14]1[CH:19]=[N:18][C:17]([CH3:20])=[CH:16][N:15]=1)=[O:12].Br[C:31]1[CH:32]=[C:33]2[C:38](=[CH:39][CH:40]=1)[C:37](=[O:41])[NH:36][CH2:35][CH2:34]2.CC(C)(C(=O)CC(=O)C(C)(C)C)C. Given the product [CH3:20][C:17]1[N:18]=[CH:19][C:14]([NH:13][C:11](=[O:12])[C:10]2[CH:21]=[C:22]([O:24][C@H:25]3[CH2:29][CH2:28][O:27][CH2:26]3)[CH:23]=[C:8]([O:7][C:31]3[CH:32]=[C:33]4[C:38](=[CH:39][CH:40]=3)[C:37](=[O:41])[NH:36][CH2:35][CH2:34]4)[CH:9]=2)=[N:15][CH:16]=1, predict the reactants needed to synthesize it. (2) Given the product [CH3:21][O:20][P:19]([CH:7]([OH:8])[C:6]1[CH:9]=[CH:10][CH:11]=[C:4]([N+:1]([O-:3])=[O:2])[CH:5]=1)(=[O:24])[O:22][CH3:23], predict the reactants needed to synthesize it. The reactants are: [N+:1]([C:4]1[CH:5]=[C:6]([CH:9]=[CH:10][CH:11]=1)[CH:7]=[O:8])([O-:3])=[O:2].C(N(CC)CC)C.[P:19]([O-:24])([O:22][CH3:23])[O:20][CH3:21]. (3) Given the product [NH2:34][C:35]([C@@H:37]1[CH2:41][CH2:40][C@H:39]([C:42]2[CH:47]=[CH:46][C:45]([O:48][C@@H:62]([C:56]3[CH:61]=[CH:60][CH:59]=[CH:58][CH:57]=3)[CH3:63])=[CH:44][CH:43]=2)[N:38]1[C:49]([O:51][C:52]([CH3:55])([CH3:54])[CH3:53])=[O:50])=[O:36], predict the reactants needed to synthesize it. The reactants are: C1C=CC(P(C2C=CC=CC=2)C2C=CC=CC=2)=CC=1.CC(OC(/N=N/C(OC(C)C)=O)=O)C.[NH2:34][C:35]([C@@H:37]1[CH2:41][CH2:40][C@H:39]([C:42]2[CH:47]=[CH:46][C:45]([OH:48])=[CH:44][CH:43]=2)[N:38]1[C:49]([O:51][C:52]([CH3:55])([CH3:54])[CH3:53])=[O:50])=[O:36].[C:56]1([C@H:62](O)[CH3:63])[CH:61]=[CH:60][CH:59]=[CH:58][CH:57]=1. (4) The reactants are: C[Si](Cl)(C)C.Br[CH2:7][C:8]([O:10][CH2:11][CH3:12])=[O:9].[CH3:13][O:14][C:15]1[CH:22]=[C:21]([O:23][CH:24]2[CH2:29][CH2:28][CH2:27][CH2:26][O:25]2)[CH:20]=[C:19]([B:30]2[O:34][C:33](C)(C)C(C)(C)[O:31]2)[C:16]=1C=O. Given the product [CH2:11]([O:10][C:8](=[O:9])[CH2:7][CH:33]1[O:34][B:30]([OH:31])[C:19]2[CH:20]=[C:21]([O:23][CH:24]3[CH2:29][CH2:28][CH2:27][CH2:26][O:25]3)[CH:22]=[C:15]([O:14][CH3:13])[C:16]1=2)[CH3:12], predict the reactants needed to synthesize it. (5) Given the product [C:1]([O:5][C:6](=[O:20])[NH:7][CH2:8][CH2:9][C:10]1[CH:19]=[C:18]2[C:13]([CH2:14][CH2:15][CH2:16][NH:17]2)=[CH:12][C:11]=1[I:26])([CH3:4])([CH3:2])[CH3:3], predict the reactants needed to synthesize it. The reactants are: [C:1]([O:5][C:6](=[O:20])[NH:7][CH2:8][CH2:9][C:10]1[CH:19]=[C:18]2[C:13]([CH2:14][CH2:15][CH2:16][NH:17]2)=[CH:12][CH:11]=1)([CH3:4])([CH3:3])[CH3:2].C(=O)([O-])[O-].[Ca+2].[I:26](Cl)(=O)=O.I(Cl)(=O)=O.C([N+](C)(C)C)C1C=CC=CC=1. (6) Given the product [O:1]1[C:5]2[CH:6]=[CH:7][C:8]([C:10]3([C:13]([NH:15][C:16]4[CH:17]=[N:18][C:19]([NH:72][C:71]5[CH:73]=[CH:74][CH:75]=[CH:76][C:70]=5[O:69][CH3:68])=[CH:20][CH:21]=4)=[O:14])[CH2:12][CH2:11]3)=[CH:9][C:4]=2[O:3][CH2:2]1, predict the reactants needed to synthesize it. The reactants are: [O:1]1[C:5]2[CH:6]=[CH:7][C:8]([C:10]3([C:13]([NH:15][C:16]4[CH:17]=[N:18][C:19](Br)=[CH:20][CH:21]=4)=[O:14])[CH2:12][CH2:11]3)=[CH:9][C:4]=2[O:3][CH2:2]1.CC1(C)C2C(=C(P(C3C=CC=CC=3)C3C=CC=CC=3)C=CC=2)OC2C(P(C3C=CC=CC=3)C3C=CC=CC=3)=CC=CC1=2.C(Cl)Cl.[CH3:68][O:69][C:70]1[CH:76]=[CH:75][CH:74]=[CH:73][C:71]=1[NH2:72].